From a dataset of NCI-60 drug combinations with 297,098 pairs across 59 cell lines. Regression. Given two drug SMILES strings and cell line genomic features, predict the synergy score measuring deviation from expected non-interaction effect. (1) Drug 1: C#CCC(CC1=CN=C2C(=N1)C(=NC(=N2)N)N)C3=CC=C(C=C3)C(=O)NC(CCC(=O)O)C(=O)O. Drug 2: COCCOC1=C(C=C2C(=C1)C(=NC=N2)NC3=CC=CC(=C3)C#C)OCCOC.Cl. Cell line: NCI-H460. Synergy scores: CSS=-1.31, Synergy_ZIP=1.16, Synergy_Bliss=0.788, Synergy_Loewe=-0.973, Synergy_HSA=-1.41. (2) Drug 1: CN(C)N=NC1=C(NC=N1)C(=O)N. Drug 2: C(CN)CNCCSP(=O)(O)O. Cell line: LOX IMVI. Synergy scores: CSS=15.6, Synergy_ZIP=-8.90, Synergy_Bliss=-3.63, Synergy_Loewe=-15.8, Synergy_HSA=-4.02. (3) Drug 1: C1CCC(C1)C(CC#N)N2C=C(C=N2)C3=C4C=CNC4=NC=N3. Drug 2: CC1=C(C(=CC=C1)Cl)NC(=O)C2=CN=C(S2)NC3=CC(=NC(=N3)C)N4CCN(CC4)CCO. Cell line: DU-145. Synergy scores: CSS=20.8, Synergy_ZIP=1.74, Synergy_Bliss=6.30, Synergy_Loewe=5.26, Synergy_HSA=5.72. (4) Drug 1: C1CC(=O)NC(=O)C1N2CC3=C(C2=O)C=CC=C3N. Drug 2: C1=CC=C(C(=C1)C(C2=CC=C(C=C2)Cl)C(Cl)Cl)Cl. Cell line: A498. Synergy scores: CSS=8.00, Synergy_ZIP=-2.19, Synergy_Bliss=1.64, Synergy_Loewe=3.02, Synergy_HSA=3.13. (5) Drug 1: C1=CN(C(=O)N=C1N)C2C(C(C(O2)CO)O)O.Cl. Synergy scores: CSS=10.4, Synergy_ZIP=0.0333, Synergy_Bliss=3.76, Synergy_Loewe=-11.9, Synergy_HSA=-0.997. Drug 2: CN(C(=O)NC(C=O)C(C(C(CO)O)O)O)N=O. Cell line: SK-MEL-5.